This data is from Forward reaction prediction with 1.9M reactions from USPTO patents (1976-2016). The task is: Predict the product of the given reaction. Given the reactants [Br:1][C:2]1[CH:3]=[C:4]2[C:8](=[CH:9][CH:10]=1)[NH:7][C:6]([C:11]1[CH:16]=[CH:15][CH:14]=[CH:13][CH:12]=1)=[C:5]2[CH2:17][CH2:18][CH2:19][CH2:20][CH3:21].[CH3:22]I, predict the reaction product. The product is: [Br:1][C:2]1[CH:3]=[C:4]2[C:8](=[CH:9][CH:10]=1)[N:7]([CH3:22])[C:6]([C:11]1[CH:16]=[CH:15][CH:14]=[CH:13][CH:12]=1)=[C:5]2[CH2:17][CH2:18][CH2:19][CH2:20][CH3:21].